This data is from Full USPTO retrosynthesis dataset with 1.9M reactions from patents (1976-2016). The task is: Predict the reactants needed to synthesize the given product. (1) The reactants are: [Cl:1][C:2]1[CH:7]=[C:6]([Cl:8])[CH:5]=[CH:4][C:3]=1Br.[NH2:10][C:11]1[CH:12]=[C:13]2[C:18]3=[C:19]([CH2:21][CH2:22][CH2:23][N:17]3[CH2:16][C@@H:15]3[CH2:24][N:25](C(OC(C)(C)C)=O)[CH2:26][C@H:14]23)[CH:20]=1. Given the product [Cl:1][C:2]1[CH:7]=[C:6]([Cl:8])[CH:5]=[CH:4][C:3]=1[NH:10][C:11]1[CH:12]=[C:13]2[C:18]3=[C:19]([CH2:21][CH2:22][CH2:23][N:17]3[CH2:16][C@@H:15]3[CH2:24][NH:25][CH2:26][C@H:14]23)[CH:20]=1, predict the reactants needed to synthesize it. (2) Given the product [Br:1][C:2]1[CH:3]=[C:4]([NH:12][C@H:13]2[CH2:17][CH2:16][O:15][CH2:14]2)[C:5]([C:6]#[N:7])=[C:8]([F:10])[CH:9]=1, predict the reactants needed to synthesize it. The reactants are: [Br:1][C:2]1[CH:9]=[C:8]([F:10])[C:5]([C:6]#[N:7])=[C:4](F)[CH:3]=1.[NH2:12][C@H:13]1[CH2:17][CH2:16][O:15][CH2:14]1.O.